From a dataset of Full USPTO retrosynthesis dataset with 1.9M reactions from patents (1976-2016). Predict the reactants needed to synthesize the given product. (1) Given the product [CH:22]1([S:27]([C:30]2[CH:35]=[CH:34][CH:33]=[CH:32][CH:31]=2)(=[N:29][C:17]2[CH:16]=[C:15]([C:5]3[S:4][C:3]([CH2:1][CH3:2])=[N:7][C:6]=3[C:8]3[CH:13]=[CH:12][CH:11]=[C:10]([CH3:14])[CH:9]=3)[CH:20]=[CH:19][N:18]=2)=[O:28])[CH2:26][CH2:25][CH2:24][CH2:23]1, predict the reactants needed to synthesize it. The reactants are: [CH2:1]([C:3]1[S:4][C:5]([C:15]2[CH:20]=[CH:19][N:18]=[C:17](I)[CH:16]=2)=[C:6]([C:8]2[CH:13]=[CH:12][CH:11]=[C:10]([CH3:14])[CH:9]=2)[N:7]=1)[CH3:2].[CH:22]1([S:27]([C:30]2[CH:35]=[CH:34][CH:33]=[CH:32][CH:31]=2)(=[NH:29])=[O:28])[CH2:26][CH2:25][CH2:24][CH2:23]1.CNCCNC.C(=O)([O-])[O-].[Cs+].[Cs+]. (2) Given the product [F:1][C:2]1[C:3]([NH:37][C@H:38]2[CH:43]3[CH2:42][CH2:41][CH:40]([CH2:45][CH2:44]3)[C@@H:39]2[C:46]([OH:48])=[O:47])=[N:4][C:5]([C:8]2[C:16]3[C:11](=[N:12][CH:13]=[C:14]([F:17])[CH:15]=3)[NH:10][N:9]=2)=[CH:6][CH:7]=1, predict the reactants needed to synthesize it. The reactants are: [F:1][C:2]1[C:3]([NH:37][C@H:38]2[CH:43]3[CH2:44][CH2:45][CH:40]([CH2:41][CH2:42]3)[C@@H:39]2[C:46]([OH:48])=[O:47])=[N:4][C:5]([C:8]2[C:16]3[C:11](=[N:12][CH:13]=[C:14]([F:17])[CH:15]=3)[N:10](C(C3C=CC=CC=3)(C3C=CC=CC=3)C3C=CC=CC=3)[N:9]=2)=[CH:6][CH:7]=1.C([SiH](CC)CC)C.FC(F)(F)C(O)=O. (3) Given the product [C:1]([O:5][C:6](=[O:14])[NH:7][C:8]1[S:9][C:10]([C:16]#[C:15][Si:17]([CH3:20])([CH3:19])[CH3:18])=[CH:11][N:12]=1)([CH3:4])([CH3:3])[CH3:2], predict the reactants needed to synthesize it. The reactants are: [C:1]([O:5][C:6](=[O:14])[NH:7][C:8]1[S:9][C:10](Br)=[CH:11][N:12]=1)([CH3:4])([CH3:3])[CH3:2].[C:15]([Si:17]([CH3:20])([CH3:19])[CH3:18])#[CH:16].C(N(C(C)C)CC)(C)C. (4) Given the product [N+:1]([O-:4])([OH:3])=[O:2].[N+:1]([O:14][CH2:13][CH2:12][CH2:11][CH2:10][NH2:9])([O-:3])=[O:2], predict the reactants needed to synthesize it. The reactants are: [N+:1]([O-:4])([OH:3])=[O:2].C(O)(=O)C.[NH2:9][CH2:10][CH2:11][CH2:12][CH2:13][OH:14]. (5) Given the product [C:40]([O:39][C:37](=[O:38])[NH:2][C:3]([CH2:26][CH3:27])([CH2:4][OH:5])[CH2:6][CH2:7][C:8]1[CH:13]=[CH:12][C:11]([O:14][CH2:15][CH2:16][CH2:17][CH2:18][CH2:19][CH2:20][CH3:21])=[C:10]([C:22]([F:23])([F:24])[F:25])[CH:9]=1)([CH3:43])([CH3:42])[CH3:41], predict the reactants needed to synthesize it. The reactants are: Cl.[NH2:2][C:3]([CH2:26][CH3:27])([CH2:6][CH2:7][C:8]1[CH:13]=[CH:12][C:11]([O:14][CH2:15][CH2:16][CH2:17][CH2:18][CH2:19][CH2:20][CH3:21])=[C:10]([C:22]([F:25])([F:24])[F:23])[CH:9]=1)[CH2:4][OH:5].C(N(CC)C(C)C)(C)C.[C:37](O[C:37]([O:39][C:40]([CH3:43])([CH3:42])[CH3:41])=[O:38])([O:39][C:40]([CH3:43])([CH3:42])[CH3:41])=[O:38]. (6) Given the product [CH3:6][O:7][C:8]1[CH:9]=[C:10]2[C:14](=[CH:15][CH:16]=1)[NH:13][CH:12]=[C:11]2[C:17]#[N:20], predict the reactants needed to synthesize it. The reactants are: CC([O-])=O.[Na+].[CH3:6][O:7][C:8]1[CH:9]=[C:10]2[C:14](=[CH:15][CH:16]=1)[NH:13][CH:12]=[C:11]2[CH:17]=O.Cl.[NH2:20]O.C(OC(=O)C)(=O)C. (7) Given the product [F:1][C:2]1[CH:7]=[CH:6][CH:5]=[CH:4][C:3]=1[C:8]1[CH:13]=[CH:12][C:11]2[NH:14][C:15]([C:17]3[CH2:21][C:20]4([CH2:26][CH2:25][O:24][CH2:23][CH2:22]4)[O:19][N:18]=3)=[N:27][C:10]=2[CH:9]=1, predict the reactants needed to synthesize it. The reactants are: [F:1][C:2]1[CH:7]=[CH:6][CH:5]=[CH:4][C:3]=1[C:8]1[CH:13]=[CH:12][C:11]([NH:14][C:15]([C:17]2[CH2:21][C:20]3([CH2:26][CH2:25][O:24][CH2:23][CH2:22]3)[O:19][N:18]=2)=O)=[C:10]([N+:27]([O-])=O)[CH:9]=1.[OH-].[Na+]. (8) Given the product [CH3:1][N:2]([CH3:12])[C:3]1[CH:11]=[CH:10][C:6]([C:7]([O:13][CH2:14][CH:15]2[CH2:19][O:18][C:17]([CH3:21])([CH3:20])[O:16]2)=[O:8])=[CH:5][CH:4]=1, predict the reactants needed to synthesize it. The reactants are: [CH3:1][N:2]([CH3:12])[C:3]1[CH:11]=[CH:10][C:6]([C:7](Cl)=[O:8])=[CH:5][CH:4]=1.[OH:13][CH2:14][CH:15]1[CH2:19][O:18][C:17]([CH3:21])([CH3:20])[O:16]1.N1C=CC=CC=1. (9) Given the product [CH3:77][N:74]1[CH2:75][CH2:76][N:71]([C:68]2[CH:69]=[CH:70][C:65]([NH:64][C:61]3[N:60]=[CH:59][C:58]4=[CH:57][CH:56]=[C:55]([C:51]5[CH:52]=[CH:53][CH:54]=[C:49]([N:46]6[CH2:45][CH2:44][NH:43][CH2:48][CH2:47]6)[CH:50]=5)[N:63]4[N:62]=3)=[CH:66][CH:67]=2)[CH2:72][CH2:73]1, predict the reactants needed to synthesize it. The reactants are: C(OC(N1CCCCC1C1N2C(C=NC(NC3C=CC(N4CCOCC4)=CC=3)=N2)=CC=1)=O)(C)(C)C.C(OC([N:43]1[CH2:48][CH2:47][N:46]([C:49]2[CH:54]=[CH:53][CH:52]=[C:51]([C:55]3[N:63]4[C:58]([CH:59]=[N:60][C:61]([NH:64][C:65]5[CH:70]=[CH:69][C:68]([N:71]6[CH2:76][CH2:75][N:74]([CH3:77])[CH2:73][CH2:72]6)=[CH:67][CH:66]=5)=[N:62]4)=[CH:57][CH:56]=3)[CH:50]=2)[CH2:45][CH2:44]1)=O)(C)(C)C.